This data is from Experimentally validated miRNA-target interactions with 360,000+ pairs, plus equal number of negative samples. The task is: Binary Classification. Given a miRNA mature sequence and a target amino acid sequence, predict their likelihood of interaction. (1) The miRNA is hsa-miR-6134 with sequence UGAGGUGGUAGGAUGUAGA. The protein sequence of the target gene is MSSSGSSHPFLLTGFPGLEEAHHWISVFFLFMYISILFGNGTLLLLIKEDHNLHEPMYFFLAMLAATDLGLALTTMPTVLGVLWLDHREIGSAACFSQAYFIHSLSFLESGILLAMAYDRFIAICNPLRYTSVLTNTRVVKIGLGVLMRGFVSVVPPIRPLYFFLYCHSHVLSHAFCLHQDVIKLACADTTFNRLYPAVLVVFIFVLDYLIIFISYVLILKTVLSIASREERAKALITCVSHICCVLVFYVTVIGLSLIHRFGKQVPHIVHLIMSYAYFLFPPLMNPITYSVKTKQIQNA.... Result: 0 (no interaction). (2) The miRNA is hsa-miR-6787-3p with sequence UCUCAGCUGCUGCCCUCUCCAG. The protein sequence of the target gene is MVKSSLQRILNSHCFAREKEGDKPSATIHASRTMPLLSLHSRGGSSSESSRVSLHCCSNPGPGPRWCSDAPHPPLKIPGGRGNSQRDHNLSANLFYSDDRLNVTEELTSNDKTRILNVQSRLTDAKRINWRTVLSGGSLYIEIPGGALPEGSKDSFAVLLEFAEEQLRADHVFICFHKNREDRAALLRTFSFLGFEIVRPGHPLVPKRPDACFMAYTFERESSGEEEE. Result: 0 (no interaction). (3) The protein sequence of the target gene is MLPSNITSTHPAVFLLVGIPGLEHLHAWISIPFCFAYTLALLGNCTLLFIIQADAALHEPMYLFLAMLATIDLVLSSTTLPKMLAIFWFRDQEINFFACLVQMFFLHSFSIMESAVLLAMAFDRYVAICKPLHYTTVLTGSLITKIGMAAVARAVTLMTPLPFLLRRFHYCRGPVIAHCYCEHMAVVRLACGDTSFNNIYGIAVAMFIVVLDLLFVILSYVFILQAVLQLASQEARYKAFGTCVSHIGAILSTYTPVVISSVMHRVARHAAPRVHILLAIFYLLFPPMVNPIIYGVKTKQ.... Result: 0 (no interaction). The miRNA is hsa-miR-3158-5p with sequence CCUGCAGAGAGGAAGCCCUUC. (4) The miRNA is hsa-miR-504-3p with sequence GGGAGUGCAGGGCAGGGUUUC. The protein sequence of the target gene is MATFSGPAGPILSLNPQEDVEFQKEVAQVRKRITQRKKQEQLTPGVVYVRHLPNLLDETQIFSYFSQFGTVTRFRLSRSKRTGNSKGYAFVEFESEDVAKIVAETMNNYLFGERLLECHFMPPEKVHKELFKDWNIPFKQPSYPSVKRYNRNRTLTQKLRMEERFKKKERLLRKKLAKKGIDYDFPSLILQKTESISKTNRQTSTKGQVLRKKKKKVSGTLDTPEKTVDSQGPTPVCTPTFLERRKSQVAELNDDDKDDEIVFKQPISCVKEEIQETQTPTHSRKKRRRSSNQ. Result: 0 (no interaction).